Predict the product of the given reaction. From a dataset of Forward reaction prediction with 1.9M reactions from USPTO patents (1976-2016). (1) Given the reactants Cl[C:2]1C=C(C=C[CH:11]=1)C(OO)=O.C(S[C:15]1[S:16][C:17]([C:35]([F:38])([F:37])[F:36])=[CH:18][C:19]=1[C:20]1[N:33]([CH3:34])[C:23]2=[N:24][CH:25]=[C:26]([S:28][C:29]([F:32])([F:31])[F:30])[CH:27]=[C:22]2[N:21]=1)C.[S:39]([O-:43])([O-])(=[O:41])=S.[Na+].[Na+], predict the reaction product. The product is: [CH2:2]([S:39]([C:15]1[S:16][C:17]([C:35]([F:37])([F:38])[F:36])=[CH:18][C:19]=1[C:20]1[N:33]([CH3:34])[C:23]2=[N:24][CH:25]=[C:26]([S:28][C:29]([F:30])([F:32])[F:31])[CH:27]=[C:22]2[N:21]=1)(=[O:43])=[O:41])[CH3:11]. (2) Given the reactants [N:1]1([C@@H:7]2[CH2:10][C@H:9]([OH:11])[CH2:8]2)[CH2:6][CH2:5][CH2:4][CH2:3][CH2:2]1.CN1C=CN=C1.[C:18]1([CH3:28])[CH:23]=[CH:22][C:21]([S:24](Cl)(=[O:26])=[O:25])=[CH:20][CH:19]=1, predict the reaction product. The product is: [CH3:28][C:18]1[CH:23]=[CH:22][C:21]([S:24]([O:11][C@H:9]2[CH2:8][C@@H:7]([N:1]3[CH2:6][CH2:5][CH2:4][CH2:3][CH2:2]3)[CH2:10]2)(=[O:26])=[O:25])=[CH:20][CH:19]=1. (3) Given the reactants [CH2:1]([O:3][C:4](=[O:27])[C:5]([CH2:18][C:19]([N:21]1[CH2:26][CH2:25][O:24][CH2:23][CH2:22]1)=[O:20])([CH2:9][CH2:10][CH2:11][C:12]1[CH:17]=[CH:16][CH:15]=[CH:14][CH:13]=1)C(O)=O)[CH3:2], predict the reaction product. The product is: [CH2:1]([O:3][C:4](=[O:27])[CH:5]([CH2:18][C:19]([N:21]1[CH2:22][CH2:23][O:24][CH2:25][CH2:26]1)=[O:20])[CH2:9][CH2:10][CH2:11][C:12]1[CH:17]=[CH:16][CH:15]=[CH:14][CH:13]=1)[CH3:2]. (4) Given the reactants [CH3:1][O:2][C:3](=[O:20])[CH2:4][C:5]1[CH:10]=[CH:9][CH:8]=[C:7]([NH:11][C:12]([C:14]2[O:15][C:16](Br)=[CH:17][CH:18]=2)=[O:13])[CH:6]=1.[CH:21]([C:24]1[CH:29]=[CH:28][C:27](B(O)O)=[CH:26][CH:25]=1)([CH3:23])[CH3:22], predict the reaction product. The product is: [CH3:1][O:2][C:3](=[O:20])[CH2:4][C:5]1[CH:10]=[CH:9][CH:8]=[C:7]([NH:11][C:12]([C:14]2[O:15][C:16]([C:27]3[CH:28]=[CH:29][C:24]([CH:21]([CH3:23])[CH3:22])=[CH:25][CH:26]=3)=[CH:17][CH:18]=2)=[O:13])[CH:6]=1. (5) Given the reactants [CH3:1][C:2]([CH3:35])([C:13]#[C:14][C:15]1[CH:20]=[CH:19][CH:18]=[C:17]([CH2:21][NH:22][C@@H:23]([C:25]2[C:34]3[C:29](=[CH:30][CH:31]=[CH:32][CH:33]=3)[CH:28]=[CH:27][CH:26]=2)[CH3:24])[CH:16]=1)[C:3]([O:5]CC1C=CC=CC=1)=[O:4].Cl, predict the reaction product. The product is: [CH3:35][C:2]([CH3:1])([C:13]#[C:14][C:15]1[CH:20]=[CH:19][CH:18]=[C:17]([CH2:21][NH:22][C@@H:23]([C:25]2[C:34]3[C:29](=[CH:30][CH:31]=[CH:32][CH:33]=3)[CH:28]=[CH:27][CH:26]=2)[CH3:24])[CH:16]=1)[C:3]([OH:5])=[O:4]. (6) Given the reactants Br[C:2]1[CH:7]=[CH:6][C:5]([O:8][C:9]([F:12])([F:11])[F:10])=[CH:4][CH:3]=1.[Mg].[CH:14](=[O:18])[CH:15]([CH3:17])[CH3:16], predict the reaction product. The product is: [CH3:16][CH:15]([CH3:17])[CH:14]([C:2]1[CH:7]=[CH:6][C:5]([O:8][C:9]([F:12])([F:11])[F:10])=[CH:4][CH:3]=1)[OH:18]. (7) Given the reactants C(=O)([O-])[O-].[K+].[K+].[Cl:7][C:8]1[CH:13]=[CH:12][C:11]([C:14]2[N:15]([CH2:20][CH:21]=[CH2:22])[C:16](=[O:19])[NH:17][N:18]=2)=[CH:10][CH:9]=1.Cl[CH2:24][C:25]([O:27][CH3:28])=[O:26], predict the reaction product. The product is: [CH3:28][O:27][C:25](=[O:26])[CH2:24][N:17]1[C:16](=[O:19])[N:15]([CH2:20][CH:21]=[CH2:22])[C:14]([C:11]2[CH:10]=[CH:9][C:8]([Cl:7])=[CH:13][CH:12]=2)=[N:18]1. (8) Given the reactants [OH:1][C:2]1[CH:7]=[CH:6][C:5]([C:8]2[C:17]3[C:12](=[CH:13][C:14]([S:18]([N:21](CC4C=CC(OC)=CC=4)[C:22]4[CH:27]=[CH:26][N:25]=[CH:24][N:23]=4)(=[O:20])=[O:19])=[CH:15][CH:16]=3)[CH:11]=[CH:10][N:9]=2)=[C:4]([O:37][CH3:38])[CH:3]=1.C(=O)([O-])[O-].[Cs+].[Cs+].CN(C=O)C.I[CH2:51][CH:52]([CH3:54])[CH3:53], predict the reaction product. The product is: [CH2:51]([O:1][C:2]1[CH:7]=[CH:6][C:5]([C:8]2[C:17]3[C:12](=[CH:13][C:14]([S:18]([NH:21][C:22]4[CH:27]=[CH:26][N:25]=[CH:24][N:23]=4)(=[O:19])=[O:20])=[CH:15][CH:16]=3)[CH:11]=[CH:10][N:9]=2)=[C:4]([O:37][CH3:38])[CH:3]=1)[CH:52]([CH3:54])[CH3:53]. (9) Given the reactants C([O-])([O-])=O.[K+].[K+].CN([CH:10]=[O:11])C.Br[C:13]1[CH:23]=[CH:22][C:16]([C:17]([O:19][CH2:20][CH3:21])=[O:18])=[CH:15][CH:14]=1, predict the reaction product. The product is: [CH2:20]([O:19][C:17]([C:16]1[CH:22]=[CH:23][C:13]([C:13]2[CH:23]=[CH:22][C:16]([CH:10]=[O:11])=[CH:15][CH:14]=2)=[CH:14][CH:15]=1)=[O:18])[CH3:21]. (10) Given the reactants [CH3:1][C:2]1[C:3]([CH2:8][OH:9])=[N:4][CH:5]=[CH:6][CH:7]=1.Br[C:11]1[C:12]([NH:18][S:19]([C:22]2[CH:27]=[CH:26][CH:25]=[C:24]([Cl:28])[C:23]=2[Cl:29])(=[O:21])=[O:20])=[N:13][CH:14]=[C:15]([CH3:17])[N:16]=1, predict the reaction product. The product is: [Cl:29][C:23]1[C:24]([Cl:28])=[CH:25][CH:26]=[CH:27][C:22]=1[S:19]([NH:18][C:12]1[C:11]([O:9][CH2:8][C:3]2[C:2]([CH3:1])=[CH:7][CH:6]=[CH:5][N:4]=2)=[N:16][C:15]([CH3:17])=[CH:14][N:13]=1)(=[O:20])=[O:21].